This data is from Full USPTO retrosynthesis dataset with 1.9M reactions from patents (1976-2016). The task is: Predict the reactants needed to synthesize the given product. (1) Given the product [NH2:27][CH2:26][CH2:25][C:24]([O:23][C@@H:13]1[C@@H:12]([CH2:39][S:40]([OH:43])(=[O:42])=[O:41])[O:11][C@H:10]([O:44][CH2:45][CH:46]([OH:68])[CH2:47][O:48][C:49](=[O:67])[CH2:50][CH2:51][CH2:52][CH2:53][CH2:54][CH2:55][CH2:56][CH2:57][CH2:58][CH2:59][CH2:60][CH2:61][CH2:62][CH2:63][CH2:64][CH2:65][CH3:66])[C@H:9]([OH:8])[C@H:14]1[OH:15])=[O:38], predict the reactants needed to synthesize it. The reactants are: C([O:8][C@@H:9]1[C@@H:14]([O:15]CC2C=CC=CC=2)[C@H:13]([O:23][C:24](=[O:38])[CH2:25][CH2:26][NH:27]C(OCC2C=CC=CC=2)=O)[C@@H:12]([CH2:39][S:40]([OH:43])(=[O:42])=[O:41])[O:11][C@@H:10]1[O:44][CH2:45][CH:46]([OH:68])[CH2:47][O:48][C:49](=[O:67])[CH2:50][CH2:51][CH2:52][CH2:53][CH2:54][CH2:55][CH2:56][CH2:57][CH2:58][CH2:59][CH2:60][CH2:61][CH2:62][CH2:63][CH2:64][CH2:65][CH3:66])C1C=CC=CC=1. (2) Given the product [Cl:32][C:33]1[CH:34]=[CH:35][C:36]([C:39]2[CH:40]=[CH:41][C:42]([N:45]3[CH2:46][CH2:47][N:48]([S:51]([CH2:54][C@H:55]([CH:59]([CH3:61])[CH3:60])[C:56]([NH:27][OH:28])=[O:57])(=[O:53])=[O:52])[CH2:49][CH2:50]3)=[N:43][CH:44]=2)=[CH:37][CH:38]=1, predict the reactants needed to synthesize it. The reactants are: FC1C=CC(C2C=NC(N3CCN(S(C[C@H](C(C)C)C([NH:27][OH:28])=O)(=O)=O)CC3)=NC=2)=CC=1.[Cl:32][C:33]1[CH:38]=[CH:37][C:36]([C:39]2[CH:40]=[CH:41][C:42]([N:45]3[CH2:50][CH2:49][N:48]([S:51]([CH2:54][C@H:55]([CH:59]([CH3:61])[CH3:60])[C:56](O)=[O:57])(=[O:53])=[O:52])[CH2:47][CH2:46]3)=[N:43][CH:44]=2)=[CH:35][CH:34]=1. (3) Given the product [ClH:30].[CH:1]1([C:4]2[CH:9]=[CH:8][C:7]([CH2:10][N:11]3[CH:15]=[CH:14][C:13]([NH:16][C:17]([C:19]4[CH:24]=[CH:23][N:22]=[CH:21][C:20]=4[CH3:25])=[O:18])=[N:12]3)=[C:6]([C:26]([F:27])([F:29])[F:28])[CH:5]=2)[CH2:3][CH2:2]1, predict the reactants needed to synthesize it. The reactants are: [CH:1]1([C:4]2[CH:9]=[CH:8][C:7]([CH2:10][N:11]3[CH:15]=[CH:14][C:13]([NH:16][C:17]([C:19]4[CH:24]=[CH:23][N:22]=[CH:21][C:20]=4[CH3:25])=[O:18])=[N:12]3)=[C:6]([C:26]([F:29])([F:28])[F:27])[CH:5]=2)[CH2:3][CH2:2]1.[ClH:30].O1CCOCC1. (4) Given the product [NH:45]1[C:46]2[C:51](=[CH:50][CH:49]=[CH:48][CH:47]=2)[CH2:52][CH2:53][CH:44]1[CH2:43][N:40]1[CH2:41][CH2:42][N:37]([C:32]2[CH:33]=[CH:34][CH:35]=[CH:36][C:31]=2[O:30][CH2:29][C:28]([F:54])([F:55])[F:27])[CH2:38][CH2:39]1, predict the reactants needed to synthesize it. The reactants are: N1C2C(=C(N3CCN(CC4CCC5C(=CC=CC=5)N4)CC3)C=CC=2)C=C1.[F:27][C:28]([F:55])([F:54])[CH2:29][O:30][C:31]1[CH:36]=[CH:35][CH:34]=[CH:33][C:32]=1[N:37]1[CH2:42][CH2:41][N:40]([CH2:43][C:44]2[CH:53]=[CH:52][C:51]3[C:46](=[CH:47][CH:48]=[CH:49][CH:50]=3)[N:45]=2)[CH2:39][CH2:38]1. (5) Given the product [NH:28]([C:29]([O:1][CH2:2][C:3]1[CH:4]=[C:5]([CH2:11][CH:12]([O:18][CH:19]([CH3:20])[CH3:21])[C:13]([OH:15])=[O:14])[CH:6]=[CH:7][C:8]=1[O:9][CH3:10])=[O:30])[C:22]1[CH:27]=[CH:26][CH:25]=[CH:24][CH:23]=1, predict the reactants needed to synthesize it. The reactants are: [OH:1][CH2:2][C:3]1[CH:4]=[C:5]([CH2:11][CH:12]([O:18][CH:19]([CH3:21])[CH3:20])[C:13]([O:15]CC)=[O:14])[CH:6]=[CH:7][C:8]=1[O:9][CH3:10].[C:22]1([N:28]=[C:29]=[O:30])[CH:27]=[CH:26][CH:25]=[CH:24][CH:23]=1. (6) Given the product [Br:1][C:2]1[CH:7]=[CH:6][C:5]2[N:8]=[C:31]([CH3:32])[N:18]([C@H:19]3[CH2:23][CH2:22][N:21]([C:24]([O:26][C:27]([CH3:30])([CH3:29])[CH3:28])=[O:25])[CH2:20]3)[C:4]=2[CH:3]=1, predict the reactants needed to synthesize it. The reactants are: [Br:1][C:2]1[CH:7]=[CH:6][C:5]([N+:8]([O-])=O)=[C:4](F)[CH:3]=1.C([O-])([O-])=O.[Cs+].[Cs+].[NH2:18][C@H:19]1[CH2:23][CH2:22][N:21]([C:24]([O:26][C:27]([CH3:30])([CH3:29])[CH3:28])=[O:25])[CH2:20]1.[CH3:31][C:32](OCC)(OCC)OCC. (7) Given the product [CH3:1][O:2][C:3]1[CH:4]=[C:5]2[C:10](=[CH:11][C:12]=1[O:13][CH3:14])[N:9]=[CH:8][N:7]=[C:6]2[O:15][C:16]1[CH:22]=[CH:21][C:19]([NH:20][C:27](=[O:33])[O:26][CH2:24][CH:35]2[CH2:37][CH2:36]2)=[CH:18][CH:17]=1, predict the reactants needed to synthesize it. The reactants are: [CH3:1][O:2][C:3]1[CH:4]=[C:5]2[C:10](=[CH:11][C:12]=1[O:13][CH3:14])[N:9]=[CH:8][N:7]=[C:6]2[O:15][C:16]1[CH:22]=[CH:21][C:19]([NH2:20])=[CH:18][CH:17]=1.Cl[C:24](Cl)([O:26][C:27](=[O:33])OC(Cl)(Cl)Cl)Cl.[CH:35]1(CO)[CH2:37][CH2:36]1.C(=O)(O)[O-].[Na+].